The task is: Predict the reaction yield, written as a fraction of the theoretical maximum amount of product (1.0 means a 100% yield; for example, 0.34 means a 34% yield).. This data is from Reaction yield outcomes from USPTO patents with 853,638 reactions. (1) The reactants are O=C1[CH:7]=[C:6]([C:8]([OH:10])=[O:9])[CH:5]=CN1.[C:11](=O)([O-])[O-].[K+].[K+].IC.[CH3:19][N:20]([CH:22]=[O:23])[CH3:21]. The catalyst is O. The yield is 0.660. The product is [CH3:11][O:10][C:8]([C:6]1[CH:5]=[CH:19][N:20]([CH3:21])[C:22](=[O:23])[CH:7]=1)=[O:9]. (2) The reactants are Cl.[CH2:2]([C@H:5]1[CH2:9][NH:8][CH2:7][C@@:6]1([N:22]=[N+:23]=[N-:24])[C:10]([O:12][CH2:13][C:14](=[O:21])[C:15]1[CH:20]=[CH:19][CH:18]=[CH:17][CH:16]=1)=[O:11])[CH:3]=[CH2:4].[C:25]([O:29][C:30]([N:32]1[CH:41]([C:42](O)=[O:43])[CH2:40][C:39]2[C:34](=[CH:35][C:36]([Cl:45])=[CH:37][CH:38]=2)[CH2:33]1)=[O:31])([CH3:28])([CH3:27])[CH3:26].CCN(CC)CC.F[P-](F)(F)(F)(F)F.C[N+](C)=C(N(C)C)ON1C2N=CC=CC=2N=N1. The catalyst is C(Cl)Cl. The product is [CH2:2]([C@H:5]1[CH2:9][N:8]([C:42]([CH:41]2[CH2:40][C:39]3[C:34](=[CH:35][C:36]([Cl:45])=[CH:37][CH:38]=3)[CH2:33][N:32]2[C:30]([O:29][C:25]([CH3:28])([CH3:27])[CH3:26])=[O:31])=[O:43])[CH2:7][C@@:6]1([N:22]=[N+:23]=[N-:24])[C:10]([O:12][CH2:13][C:14](=[O:21])[C:15]1[CH:20]=[CH:19][CH:18]=[CH:17][CH:16]=1)=[O:11])[CH:3]=[CH2:4]. The yield is 0.540. (3) The reactants are [F:1][C:2]([F:15])([F:14])[O:3][C:4]1[CH:9]=[CH:8][CH:7]=[CH:6][C:5]=1[CH2:10][C:11]([OH:13])=[O:12].C([Li])CCC.Br[CH2:22][CH2:23][CH2:24][Cl:25]. The catalyst is C1COCC1. The product is [Cl:25][CH2:24][CH2:23][CH2:22][CH:10]([C:5]1[CH:6]=[CH:7][CH:8]=[CH:9][C:4]=1[O:3][C:2]([F:14])([F:15])[F:1])[C:11]([OH:13])=[O:12]. The yield is 0.870. (4) The reactants are Cl.[CH:2]1[C:11]2[C:6](=[CH:7][CH:8]=[CH:9][CH:10]=2)[CH:5]=[CH:4][C:3]=1[S:12]([N:15]1[CH2:20][CH2:19][NH:18][CH2:17][CH2:16]1)(=[O:14])=[O:13].N1C=CC=CC=1.[C:27](Cl)([O:29][CH2:30][C:31]1[CH:36]=[CH:35][CH:34]=[CH:33][CH:32]=1)=[O:28].O. The catalyst is C(Cl)Cl. The product is [CH:2]1[C:11]2[C:6](=[CH:7][CH:8]=[CH:9][CH:10]=2)[CH:5]=[CH:4][C:3]=1[S:12]([N:15]1[CH2:20][CH2:19][N:18]([C:27]([O:29][CH2:30][C:31]2[CH:36]=[CH:35][CH:34]=[CH:33][CH:32]=2)=[O:28])[CH2:17][CH2:16]1)(=[O:14])=[O:13]. The yield is 0.506. (5) The reactants are [F:1][C:2]1[CH:3]=[C:4]2[C:9](=[CH:10][CH:11]=1)[N:8]=[C:7]([NH2:12])[N:6]=[C:5]2[N:13]([CH3:15])[CH3:14].C[O:17][CH:18]1[CH:22]([CH:23]=O)[CH2:21][CH:20](OC)O1. The catalyst is CC(O)=O. The product is [CH3:14][N:13]([CH3:15])[C:5]1[C:4]2[C:9](=[CH:10][CH:11]=[C:2]([F:1])[CH:3]=2)[N:8]=[C:7]([N:12]2[CH:20]=[CH:21][C:22]([CH:18]=[O:17])=[CH:23]2)[N:6]=1. The yield is 0.500. (6) The reactants are Br[C:2]1[O:6][C:5]([C:7]([NH2:9])=[O:8])=[CH:4][CH:3]=1.[C:10]([C:14]1[CH:15]=[C:16]2[C:21](=[C:22]([F:24])[CH:23]=1)[C:20](=[O:25])[N:19]([C:26]1[CH:36]=[CH:35][CH:34]=[C:33](B3OC(C)(C)C(C)(C)O3)[C:27]=1[CH2:28][O:29][C:30](=[O:32])[CH3:31])[N:18]=[CH:17]2)([CH3:13])([CH3:12])[CH3:11].CC(C1C=C(C(C)C)C(C2C=CC=CC=2P(C2CCCCC2)C2CCCCC2)=C(C(C)C)C=1)C.P([O-])([O-])([O-])=O.[K+].[K+].[K+]. The catalyst is O1CCOCC1.O.C1C=CC(/C=C/C(/C=C/C2C=CC=CC=2)=O)=CC=1.C1C=CC(/C=C/C(/C=C/C2C=CC=CC=2)=O)=CC=1.C1C=CC(/C=C/C(/C=C/C2C=CC=CC=2)=O)=CC=1.[Pd].[Pd]. The product is [C:10]([C:14]1[CH:15]=[C:16]2[C:21](=[C:22]([F:24])[CH:23]=1)[C:20](=[O:25])[N:19]([C:26]1[CH:36]=[CH:35][CH:34]=[C:33]([C:2]3[O:6][C:5]([C:7](=[O:8])[NH2:9])=[CH:4][CH:3]=3)[C:27]=1[CH2:28][O:29][C:30](=[O:32])[CH3:31])[N:18]=[CH:17]2)([CH3:11])([CH3:12])[CH3:13]. The yield is 0.160.